Dataset: CYP3A4 inhibition data for predicting drug metabolism from PubChem BioAssay. Task: Regression/Classification. Given a drug SMILES string, predict its absorption, distribution, metabolism, or excretion properties. Task type varies by dataset: regression for continuous measurements (e.g., permeability, clearance, half-life) or binary classification for categorical outcomes (e.g., BBB penetration, CYP inhibition). Dataset: cyp3a4_veith. (1) The compound is O=S(=O)(O)c1ccc(-c2nnc(-c3ccccn3)nc2-c2ccc(S(=O)(=O)O)o2)o1.[Na]. The result is 0 (non-inhibitor). (2) The molecule is O=C(c1ccncc1)N1CCC2(CCCN(c3ccccc3)C2)CC1. The result is 1 (inhibitor). (3) The drug is COc1ccc(-c2nc(-c3cccc(C)c3)nc(N3CCN(C)CC3)c2C#N)cc1. The result is 0 (non-inhibitor). (4) The molecule is CO[C@H]1C=CO[C@]2(C)Oc3c(C)c(O)c4c(O)c(c5c(c4c3C2=O)NC2(CCN(CC(C)C)CC2)N=5)=NC(=O)C(C)=CC=C[C@@H](C)[C@@H](O)[C@@H](C)[C@@H](O)[C@@H](C)[C@@H](OC(C)=O)[C@@H]1C. The result is 0 (non-inhibitor). (5) The result is 0 (non-inhibitor). The molecule is Cc1cccc(NC(=O)c2cc(N3C(=O)CCC3=O)ccc2Cl)n1. (6) The compound is COc1ccc(NC(=O)N2CC3(CCNCC3)C2)cc1. The result is 0 (non-inhibitor). (7) The molecule is COc1ccc(C(=O)/C=C2/c3ccccc3CC(C)(C)N2C)cc1. The result is 1 (inhibitor).